Dataset: NCI-60 drug combinations with 297,098 pairs across 59 cell lines. Task: Regression. Given two drug SMILES strings and cell line genomic features, predict the synergy score measuring deviation from expected non-interaction effect. (1) Drug 1: COC1=CC(=CC(=C1O)OC)C2C3C(COC3=O)C(C4=CC5=C(C=C24)OCO5)OC6C(C(C7C(O6)COC(O7)C8=CC=CS8)O)O. Drug 2: C1C(C(OC1N2C=NC(=NC2=O)N)CO)O. Cell line: MCF7. Synergy scores: CSS=39.2, Synergy_ZIP=1.51, Synergy_Bliss=1.39, Synergy_Loewe=6.27, Synergy_HSA=7.65. (2) Drug 1: CC(C1=C(C=CC(=C1Cl)F)Cl)OC2=C(N=CC(=C2)C3=CN(N=C3)C4CCNCC4)N. Drug 2: CCCCCOC(=O)NC1=NC(=O)N(C=C1F)C2C(C(C(O2)C)O)O. Cell line: SK-MEL-28. Synergy scores: CSS=-3.02, Synergy_ZIP=1.51, Synergy_Bliss=-0.384, Synergy_Loewe=-6.52, Synergy_HSA=-4.95. (3) Drug 1: C1CCN(CC1)CCOC2=CC=C(C=C2)C(=O)C3=C(SC4=C3C=CC(=C4)O)C5=CC=C(C=C5)O. Drug 2: CN(C)C1=NC(=NC(=N1)N(C)C)N(C)C. Cell line: UACC62. Synergy scores: CSS=-6.57, Synergy_ZIP=0.984, Synergy_Bliss=-3.22, Synergy_Loewe=-9.44, Synergy_HSA=-7.00. (4) Drug 1: CC1C(C(CC(O1)OC2CC(OC(C2O)C)OC3=CC4=CC5=C(C(=O)C(C(C5)C(C(=O)C(C(C)O)O)OC)OC6CC(C(C(O6)C)O)OC7CC(C(C(O7)C)O)OC8CC(C(C(O8)C)O)(C)O)C(=C4C(=C3C)O)O)O)O. Drug 2: CCCCC(=O)OCC(=O)C1(CC(C2=C(C1)C(=C3C(=C2O)C(=O)C4=C(C3=O)C=CC=C4OC)O)OC5CC(C(C(O5)C)O)NC(=O)C(F)(F)F)O. Cell line: K-562. Synergy scores: CSS=90.7, Synergy_ZIP=11.9, Synergy_Bliss=9.90, Synergy_Loewe=1.15, Synergy_HSA=11.7. (5) Drug 1: C1CN1P(=S)(N2CC2)N3CC3. Drug 2: C1CC(C1)(C(=O)O)C(=O)O.[NH2-].[NH2-].[Pt+2]. Cell line: OVCAR-8. Synergy scores: CSS=15.9, Synergy_ZIP=-9.18, Synergy_Bliss=-3.39, Synergy_Loewe=-7.81, Synergy_HSA=-1.17. (6) Drug 1: CCN(CC)CCNC(=O)C1=C(NC(=C1C)C=C2C3=C(C=CC(=C3)F)NC2=O)C. Drug 2: CCCCC(=O)OCC(=O)C1(CC(C2=C(C1)C(=C3C(=C2O)C(=O)C4=C(C3=O)C=CC=C4OC)O)OC5CC(C(C(O5)C)O)NC(=O)C(F)(F)F)O. Cell line: SR. Synergy scores: CSS=67.7, Synergy_ZIP=12.2, Synergy_Bliss=11.9, Synergy_Loewe=3.73, Synergy_HSA=8.98.